From a dataset of Catalyst prediction with 721,799 reactions and 888 catalyst types from USPTO. Predict which catalyst facilitates the given reaction. (1) Reactant: O[CH:2]1[CH:7]([NH:8][C:9]2[C:14]([N+:15]([O-:17])=[O:16])=[CH:13][N:12]=[C:11]3[CH:18]=[CH:19][S:20][C:10]=23)[CH2:6][CH2:5][N:4]([C:21]([O:23][C:24]([CH3:27])([CH3:26])[CH3:25])=[O:22])[CH2:3]1.COCCN(CCOC)S(F)(F)[F:34]. Product: [F:34][CH:2]1[CH:7]([NH:8][C:9]2[C:14]([N+:15]([O-:17])=[O:16])=[CH:13][N:12]=[C:11]3[CH:18]=[CH:19][S:20][C:10]=23)[CH2:6][CH2:5][N:4]([C:21]([O:23][C:24]([CH3:27])([CH3:26])[CH3:25])=[O:22])[CH2:3]1. The catalyst class is: 2. (2) Reactant: Cl[C:2]1[O:3][C:4]([C:7]2[CH:15]=[C:14]3[C:10]([C:11]([CH3:19])([CH3:18])[C:12](=[O:17])[N:13]3[CH3:16])=[CH:9][CH:8]=2)=[CH:5][N:6]=1.[CH3:20][N:21]1[CH2:26][CH2:25][NH:24][CH2:23][CH2:22]1.CCN(C(C)C)C(C)C. Product: [CH3:16][N:13]1[C:14]2[C:10](=[CH:9][CH:8]=[C:7]([C:4]3[O:3][C:2]([N:24]4[CH2:25][CH2:26][N:21]([CH3:20])[CH2:22][CH2:23]4)=[N:6][CH:5]=3)[CH:15]=2)[C:11]([CH3:19])([CH3:18])[C:12]1=[O:17]. The catalyst class is: 3. (3) Reactant: Cl[C:2]1[CH:3]=[CH:4][C:5]([C:18]([F:21])([F:20])[F:19])=[C:6]2[C:11]=1[NH:10][CH:9]=[C:8]([C:12]([O:14][CH2:15][CH3:16])=[O:13])[C:7]2=[O:17].C(N(CC)CC)C. Product: [O:17]=[C:7]1[C:6]2[C:11](=[CH:2][CH:3]=[CH:4][C:5]=2[C:18]([F:19])([F:20])[F:21])[NH:10][CH:9]=[C:8]1[C:12]([O:14][CH2:15][CH3:16])=[O:13]. The catalyst class is: 63.